Dataset: Full USPTO retrosynthesis dataset with 1.9M reactions from patents (1976-2016). Task: Predict the reactants needed to synthesize the given product. (1) Given the product [NH2:31][N:8]1[C:9]([C:12]([O:14][CH3:15])=[O:13])=[CH:10][N:11]=[C:7]1[C:4]1[CH:3]=[CH:2][C:1]([CH3:16])=[CH:6][CH:5]=1, predict the reactants needed to synthesize it. The reactants are: [C:1]1([CH3:16])[CH:6]=[CH:5][C:4]([C:7]2[NH:8][C:9]([C:12]([O:14][CH3:15])=[O:13])=[CH:10][N:11]=2)=[CH:3][CH:2]=1.C([O-])(C)(C)C.[K+].C1(P(C2C=CC=CC=2)(=O)O[NH2:31])C=CC=CC=1. (2) Given the product [NH:39]1[CH2:42][CH:41]([C:43]([N:23]2[CH2:22][CH:21]=[C:20]([C:18]3[CH:19]=[C:14]([C:12]([NH:11][CH2:10][C:3]4[C:4](=[O:9])[NH:5][C:6]([CH3:8])=[CH:7][C:2]=4[CH3:1])=[O:13])[C:15]4[CH:28]=[N:27][N:26]([CH:29]([CH3:31])[CH3:30])[C:16]=4[N:17]=3)[CH2:25][CH2:24]2)=[O:44])[CH2:40]1, predict the reactants needed to synthesize it. The reactants are: [CH3:1][C:2]1[CH:7]=[C:6]([CH3:8])[NH:5][C:4](=[O:9])[C:3]=1[CH2:10][NH:11][C:12]([C:14]1[C:15]2[CH:28]=[N:27][N:26]([CH:29]([CH3:31])[CH3:30])[C:16]=2[N:17]=[C:18]([C:20]2[CH2:21][CH2:22][NH:23][CH2:24][CH:25]=2)[CH:19]=1)=[O:13].CCN(CC)CC.[NH:39]1[CH2:42][CH:41]([C:43](O)=[O:44])[CH2:40]1.C1CN([P+](ON2N=NC3C=CC=CC2=3)(N2CCCC2)N2CCCC2)CC1.F[P-](F)(F)(F)(F)F.